This data is from Reaction yield outcomes from USPTO patents with 853,638 reactions. The task is: Predict the reaction yield, written as a fraction of the theoretical maximum amount of product (1.0 means a 100% yield; for example, 0.34 means a 34% yield). (1) The reactants are [Cl:1][C:2]1[CH:7]=[CH:6][CH:5]=[C:4]([CH3:8])[C:3]=1[N:9]=[C:10]=[S:11].[NH2:12][C:13]1[C:14]([CH3:20])=[N:15][N:16]([CH3:19])[C:17]=1[CH3:18]. No catalyst specified. The product is [Cl:1][C:2]1[CH:7]=[CH:6][CH:5]=[C:4]([CH3:8])[C:3]=1[NH:9][C:10]([NH:12][C:13]1[C:14]([CH3:20])=[N:15][N:16]([CH3:19])[C:17]=1[CH3:18])=[S:11]. The yield is 0.670. (2) The reactants are C(OC([N:8]1[CH2:13][CH2:12][CH:11]([N:14]2[C@H:18]([C:19]3[CH:24]=[CH:23][CH:22]=[CH:21][CH:20]=3)[CH2:17][N:16]([C:25](=[O:29])[N:26]([CH3:28])[CH3:27])[C:15]2=[O:30])[CH2:10][CH2:9]1)=O)(C)(C)C.C(O)(C(F)(F)F)=O. The catalyst is C(Cl)Cl. The product is [CH3:27][N:26]([CH3:28])[C:25]([N:16]1[CH2:17][C@@H:18]([C:19]2[CH:24]=[CH:23][CH:22]=[CH:21][CH:20]=2)[N:14]([CH:11]2[CH2:12][CH2:13][NH:8][CH2:9][CH2:10]2)[C:15]1=[O:30])=[O:29]. The yield is 0.840. (3) The reactants are C(OC(=O)[NH:7][C:8]1([C:12]2[CH:17]=[CH:16][C:15]([C:18]3[N:19]=[C:20]4[CH:25]=[C:24]([C:26]5[CH:31]=[CH:30][N:29]=[CH:28][CH:27]=5)[CH:23]=[CH:22][N:21]4[C:32]=3[C:33]3[CH:38]=[CH:37][CH:36]=[CH:35][CH:34]=3)=[CH:14][CH:13]=2)[CH2:11][CH2:10][CH2:9]1)(C)(C)C.Cl.O1CCOCC1. The catalyst is CO.C(Cl)Cl. The product is [C:33]1([C:32]2[N:21]3[CH:22]=[CH:23][C:24]([C:26]4[CH:27]=[CH:28][N:29]=[CH:30][CH:31]=4)=[CH:25][C:20]3=[N:19][C:18]=2[C:15]2[CH:14]=[CH:13][C:12]([C:8]3([NH2:7])[CH2:11][CH2:10][CH2:9]3)=[CH:17][CH:16]=2)[CH:34]=[CH:35][CH:36]=[CH:37][CH:38]=1. The yield is 0.830. (4) The product is [C:10]12([NH:15][C:3]3[C:2]([Br:1])=[CH:7][N:6]=[C:5]([Cl:8])[N:4]=3)[CH2:14][CH:12]([CH2:13]1)[CH2:11]2. The reactants are [Br:1][C:2]1[C:3](Cl)=[N:4][C:5]([Cl:8])=[N:6][CH:7]=1.[C:10]12([NH2:15])[CH2:14][CH:12]([CH2:13]1)[CH2:11]2. The yield is 0.820. The catalyst is C(#N)C. (5) The reactants are [NH2:1][C:2]([C:4]1[C:5]([F:19])=[C:6]([CH:15]=[CH:16][C:17]=1[F:18])[O:7][CH2:8][CH:9]=[CH:10][C:11]([O:13]C)=[O:12])=[O:3].[OH-].[Na+].Cl. The catalyst is C(O)(C)C.O. The product is [NH2:1][C:2]([C:4]1[C:5]([F:19])=[C:6]([CH:15]=[CH:16][C:17]=1[F:18])[O:7][CH2:8][CH:9]=[CH:10][C:11]([OH:13])=[O:12])=[O:3]. The yield is 0.480. (6) The reactants are Cl[C:2]1[C:11]2[C:6](=[CH:7][C:8]([O:14][CH2:15][CH2:16][CH2:17][Cl:18](=O)=O)=[C:9]([O:12][CH3:13])[CH:10]=2)[N:5]=[CH:4][N:3]=1.[NH2:21][C:22]1[CH:26]=[CH:25][N:24]([CH2:27][C:28]([NH:30][C:31]2[CH:36]=[CH:35][CH:34]=[C:33]([F:37])[C:32]=2[F:38])=[O:29])[N:23]=1. No catalyst specified. The product is [Cl:18][CH2:17][CH2:16][CH2:15][O:14][C:8]1[CH:7]=[C:6]2[C:11]([C:2]([NH:21][C:22]3[CH:26]=[CH:25][N:24]([CH2:27][C:28]([NH:30][C:31]4[CH:36]=[CH:35][CH:34]=[C:33]([F:37])[C:32]=4[F:38])=[O:29])[N:23]=3)=[N:3][CH:4]=[N:5]2)=[CH:10][C:9]=1[O:12][CH3:13]. The yield is 0.690. (7) The reactants are B(O)(O)[C:2]1[CH:3]=[CH:4][C:5]([O:8][CH3:9])=[CH:6][CH:7]=1.[CH3:12][O:13][C:14](=[O:34])[CH2:15][CH:16]([C:25]1[CH:33]=[C:32]2[C:28]([CH:29]=[CH:30][NH:31]2)=[CH:27][CH:26]=1)C1C=CC=C(OC)C=1. No catalyst specified. The product is [CH3:12][O:13][C:14](=[O:34])[CH2:15][CH:16]([C:25]1[CH:33]=[C:32]2[C:28]([CH:29]=[CH:30][NH:31]2)=[CH:27][CH:26]=1)[C:2]1[CH:3]=[CH:4][C:5]([O:8][CH3:9])=[CH:6][CH:7]=1. The yield is 0.660. (8) The reactants are C(O)(=O)C(C)(C)C.C(=O)([O-])[O-].[K+].[K+].Br[C:15]1[CH:33]=[CH:32][C:31]([Cl:34])=[CH:30][C:16]=1[CH2:17][O:18][C:19]1[CH:28]=[CH:27][CH:26]=[C:25]2[C:20]=1[CH2:21][CH2:22][CH2:23][C:24]2=[O:29]. The catalyst is CC(N(C)C)=O.C([O-])(=O)C(C)(C)C.[Pd+2].C([O-])(=O)C(C)(C)C.FC1C=CC(P(C2C=CC(F)=CC=2)C2C=CC(F)=CC=2)=CC=1. The product is [Cl:34][C:31]1[CH:32]=[CH:33][C:15]2[C:28]3[C:19](=[C:20]4[CH2:21][CH2:22][CH2:23][C:24](=[O:29])[C:25]4=[CH:26][CH:27]=3)[O:18][CH2:17][C:16]=2[CH:30]=1. The yield is 0.970. (9) The reactants are [CH3:1][N:2]([CH2:4][CH:5]1[CH2:8][N:7]([C:9]([NH:11][C:12]2[CH:13]=[C:14]([C:21]3[CH:26]=[CH:25][C:24]([F:27])=[CH:23][CH:22]=3)[CH:15]=[CH:16][C:17]=2[N+:18]([O-])=O)=[O:10])[CH2:6]1)[CH3:3]. The catalyst is CO.[Pd]. The yield is 0.0300. The product is [NH2:18][C:17]1[CH:16]=[CH:15][C:14]([C:21]2[CH:22]=[CH:23][C:24]([F:27])=[CH:25][CH:26]=2)=[CH:13][C:12]=1[NH:11][C:9]([N:7]1[CH2:6][CH:5]([CH2:4][N:2]([CH3:3])[CH3:1])[CH2:8]1)=[O:10]. (10) The reactants are [Cl:1][C:2]1[CH:6]=[N:5][N:4]([CH:7]([CH3:9])[CH3:8])[C:3]=1[C:10]1[CH:11]=[C:12]([NH2:18])[CH:13]=[CH:14][C:15]=1[O:16][CH3:17].[Cl:19][C:20]1[CH:25]=[CH:24][C:23]([N:26]=[C:27]=[O:28])=[CH:22][CH:21]=1. The catalyst is C(Cl)Cl. The product is [Cl:1][C:2]1[CH:6]=[N:5][N:4]([CH:7]([CH3:9])[CH3:8])[C:3]=1[C:10]1[CH:11]=[C:12]([NH:18][C:27]([NH:26][C:23]2[CH:24]=[CH:25][C:20]([Cl:19])=[CH:21][CH:22]=2)=[O:28])[CH:13]=[CH:14][C:15]=1[O:16][CH3:17]. The yield is 0.540.